This data is from Peptide-MHC class I binding affinity with 185,985 pairs from IEDB/IMGT. The task is: Regression. Given a peptide amino acid sequence and an MHC pseudo amino acid sequence, predict their binding affinity value. This is MHC class I binding data. (1) The peptide sequence is FLQQRKPPL. The MHC is BoLA-T2C with pseudo-sequence BoLA-T2C. The binding affinity (normalized) is 0.589. (2) The peptide sequence is FLLPLTSLVI. The MHC is HLA-A02:01 with pseudo-sequence HLA-A02:01. The binding affinity (normalized) is 1.00. (3) The peptide sequence is QEAYEQAVA. The MHC is HLA-B40:02 with pseudo-sequence HLA-B40:02. The binding affinity (normalized) is 0.345. (4) The peptide sequence is EIPTRTLDT. The MHC is HLA-A02:01 with pseudo-sequence HLA-A02:01. The binding affinity (normalized) is 0.196.